This data is from Catalyst prediction with 721,799 reactions and 888 catalyst types from USPTO. The task is: Predict which catalyst facilitates the given reaction. (1) Reactant: [CH:1]1[C:10]2[C:5](=[CH:6][CH:7]=[CH:8][CH:9]=2)[CH:4]=[C:3]([C:11]([OH:13])=O)[N:2]=1.CN(C(ON1N=NC2C=CC=CC1=2)=[N+](C)C)C.F[P-](F)(F)(F)(F)F.CCN(C(C)C)C(C)C.[CH2:47]([O:49][C:50]([C:52]1[C:60]2[N:59]=[C:58]([NH2:61])[NH:57][C:56]=2[CH:55]=[C:54]([S:62][CH2:63][CH3:64])[CH:53]=1)=[O:51])[CH3:48]. The catalyst class is: 3. Product: [CH2:47]([O:49][C:50]([C:52]1[C:60]2[NH:59][C:58]([NH:61][C:11]([C:3]3[N:2]=[CH:1][C:10]4[C:5]([CH:4]=3)=[CH:6][CH:7]=[CH:8][CH:9]=4)=[O:13])=[N:57][C:56]=2[CH:55]=[C:54]([S:62][CH2:63][CH3:64])[CH:53]=1)=[O:51])[CH3:48]. (2) Reactant: [CH3:1][O:2][C:3]1[CH:4]=[C:5]([CH:8]=[CH:9][C:10]=1[O:11][CH3:12])[CH:6]=O.Cl.[NH2:14][CH2:15][CH2:16][SH:17]. Product: [CH3:1][O:2][C:3]1[CH:4]=[C:5]([CH:6]2[NH:14][CH2:15][CH2:16][S:17]2)[CH:8]=[CH:9][C:10]=1[O:11][CH3:12]. The catalyst class is: 40. (3) Reactant: [CH2:1]([N:8]1[CH:16]=[C:15]2[C:10]([CH:11]=[C:12]([C:17]3[CH:18]=[C:19]([CH:27]4[CH2:32][CH2:31][NH:30][CH2:29][CH2:28]4)[N:20]4[C:25]=3[C:24]([NH2:26])=[N:23][CH:22]=[N:21]4)[CH:13]=[CH:14]2)=[N:9]1)[C:2]1[CH:7]=[CH:6][CH:5]=[CH:4][CH:3]=1.[CH3:33][N:34]([CH3:38])[C:35](Cl)=[O:36].C(N(CC)CC)C. Product: [NH2:26][C:24]1[C:25]2=[C:17]([C:12]3[CH:13]=[CH:14][C:15]4[C:10]([CH:11]=3)=[N:9][N:8]([CH2:1][C:2]3[CH:3]=[CH:4][CH:5]=[CH:6][CH:7]=3)[CH:16]=4)[CH:18]=[C:19]([CH:27]3[CH2:32][CH2:31][N:30]([C:35]([N:34]([CH3:38])[CH3:33])=[O:36])[CH2:29][CH2:28]3)[N:20]2[N:21]=[CH:22][N:23]=1. The catalyst class is: 4. (4) Reactant: C(OC([C:6]1[C:7]([CH3:31])=[C:8]2[C:13]([NH:14][C:15]3[CH:20]=[CH:19][C:18]([O:21][C:22]4[CH:27]=[CH:26][CH:25]=[CH:24][CH:23]=4)=[CH:17][CH:16]=3)=[C:12]([C:28]#[N:29])[CH:11]=[N:10][N:9]2[CH:30]=1)=O)C.[CH3:32][Mg+].[Br-].CC[O:37][CH2:38][CH3:39]. Product: [OH:37][C:38]([C:6]1[C:7]([CH3:31])=[C:8]2[C:13]([NH:14][C:15]3[CH:16]=[CH:17][C:18]([O:21][C:22]4[CH:27]=[CH:26][CH:25]=[CH:24][CH:23]=4)=[CH:19][CH:20]=3)=[C:12]([C:28]#[N:29])[CH:11]=[N:10][N:9]2[CH:30]=1)([CH3:39])[CH3:32]. The catalyst class is: 1. (5) Reactant: [CH3:1][C@H:2]1[CH2:7][NH:6][CH2:5][C@@H:4]([CH3:8])[NH:3]1.[CH2:9](Br)[C:10]1[CH:15]=[CH:14][CH:13]=[CH:12][CH:11]=1. Product: [CH2:9]([N:6]1[CH2:5][C@H:4]([CH3:8])[NH:3][C@H:2]([CH3:1])[CH2:7]1)[C:10]1[CH:15]=[CH:14][CH:13]=[CH:12][CH:11]=1. The catalyst class is: 3. (6) Reactant: [N:1]12[CH2:10][CH:5]3[CH2:6][CH:7]([CH2:9][CH:3]([C@@H:4]3[CH2:11][NH2:12])[CH2:2]1)[CH2:8]2.[NH:13]1[C:21]2[C:16](=[CH:17][C:18]([C:22](O)=[O:23])=[CH:19][CH:20]=2)[CH:15]=[CH:14]1.Cl.CN(C)CCCN=C=NCC.ON1C2C=CC=CC=2N=N1. Product: [N:1]12[CH2:10][CH:5]3[CH2:6][CH:7]([CH2:9][CH:3]([C@@H:4]3[CH2:11][NH:12][C:22]([C:18]3[CH:17]=[C:16]4[C:21](=[CH:20][CH:19]=3)[NH:13][CH:14]=[CH:15]4)=[O:23])[CH2:2]1)[CH2:8]2. The catalyst class is: 17.